Task: Predict which catalyst facilitates the given reaction.. Dataset: Catalyst prediction with 721,799 reactions and 888 catalyst types from USPTO (1) Reactant: [Cl:1][C:2]1[C:7]([Cl:8])=[CH:6][C:5]([NH2:9])=[C:4]([NH2:10])[CH:3]=1.[F:11][C:12]([F:24])([F:23])[O:13][C:14]1[CH:19]=[CH:18][C:17]([N:20]=[C:21]=S)=[CH:16][CH:15]=1.CI.CCN(C(C)C)C(C)C. Product: [Cl:1][C:2]1[C:7]([Cl:8])=[CH:6][C:5]2[NH:9][C:21]([NH:20][C:17]3[CH:18]=[CH:19][C:14]([O:13][C:12]([F:11])([F:23])[F:24])=[CH:15][CH:16]=3)=[N:10][C:4]=2[CH:3]=1. The catalyst class is: 2. (2) Reactant: [C:1]([BH3-])#[N:2].[Na+].[ClH:5].[CH3:6][O:7][C:8]1[CH:9]=[C:10]([CH2:16][CH2:17][NH:18][C:19]2[N:24]=[C:23]([C:25]3[CH:26]=[C:27]([NH:31][C:32](=[O:39])[CH2:33][CH:34]4[CH2:38][CH2:37][CH2:36]N4)[CH:28]=[CH:29][CH:30]=3)[CH:22]=[CH:21][N:20]=2)[CH:11]=[CH:12][C:13]=1[O:14][CH3:15].C=O.C(N(CC)CC)C. Product: [ClH:5].[CH3:6][O:7][C:8]1[CH:9]=[C:10]([CH2:16][CH2:17][NH:18][C:19]2[N:24]=[C:23]([C:25]3[CH:26]=[C:27]([NH:31][C:32](=[O:39])[CH2:33][CH:34]4[CH2:38][CH2:37][CH2:36][N:2]4[CH3:1])[CH:28]=[CH:29][CH:30]=3)[CH:22]=[CH:21][N:20]=2)[CH:11]=[CH:12][C:13]=1[O:14][CH3:15]. The catalyst class is: 130. (3) Reactant: C([O:3][C:4]([C:6]1[C:11]([C:12]2[CH:17]=[CH:16][CH:15]=[CH:14][CH:13]=2)=[N:10][N:9](C2CCCCO2)[C:8](=[O:24])[CH:7]=1)=[CH2:5])C. Product: [C:4]([C:6]1[C:11]([C:12]2[CH:13]=[CH:14][CH:15]=[CH:16][CH:17]=2)=[N:10][NH:9][C:8](=[O:24])[CH:7]=1)(=[O:3])[CH3:5]. The catalyst class is: 33. (4) Reactant: [CH3:1][OH:2].[Na].Cl[C:5]1[C:14]2[C:9](=[CH:10][CH:11]=[CH:12][CH:13]=2)[CH:8]=[C:7]([Cl:15])[N:6]=1. Product: [Cl:15][C:7]1[N:6]=[C:5]([O:2][CH3:1])[C:14]2[C:9]([CH:8]=1)=[CH:10][CH:11]=[CH:12][CH:13]=2. The catalyst class is: 10. (5) Reactant: [CH3:1][C:2]1([CH3:14])[O:7][C:6](=[O:8])[C:5]2[C:9]([OH:13])=[CH:10][CH:11]=[CH:12][C:4]=2[O:3]1.[H-].[Na+].[CH3:17][O:18][C:19]1[CH:24]=[C:23]([O:25][CH3:26])[N:22]=[C:21](S(C)(=O)=O)[N:20]=1. Product: [CH3:17][O:18][C:19]1[CH:24]=[C:23]([O:25][CH3:26])[N:22]=[C:21]([O:13][C:9]2[C:5]3[C:6](=[O:8])[O:7][C:2]([CH3:14])([CH3:1])[O:3][C:4]=3[CH:12]=[CH:11][CH:10]=2)[N:20]=1. The catalyst class is: 30. (6) Product: [C:25]([C:29]1[N:30]=[C:31]([C:34]2[CH:35]=[C:36]([CH:46]=[CH:47][CH:48]=2)[O:37][C:38]2[CH:44]=[CH:43][C:41]([NH:42][C:22]3[C:23]4[N:15]([CH2:14][CH2:13][O:12][CH2:11][CH2:10][OH:9])[CH:16]=[CH:17][C:18]=4[N:19]=[CH:20][N:21]=3)=[CH:40][C:39]=2[Cl:45])[O:32][CH:33]=1)([CH3:28])([CH3:26])[CH3:27]. Reactant: C([O:9][CH2:10][CH2:11][O:12][CH2:13][CH2:14][N:15]1[C:23]2[C:22](Cl)=[N:21][CH:20]=[N:19][C:18]=2[CH:17]=[CH:16]1)(=O)C1C=CC=CC=1.[C:25]([C:29]1[N:30]=[C:31]([C:34]2[CH:35]=[C:36]([CH:46]=[CH:47][CH:48]=2)[O:37][C:38]2[CH:44]=[CH:43][C:41]([NH2:42])=[CH:40][C:39]=2[Cl:45])[O:32][CH:33]=1)([CH3:28])([CH3:27])[CH3:26].C(O)(C)C.[OH-].[Na+]. The catalyst class is: 7.